From a dataset of Full USPTO retrosynthesis dataset with 1.9M reactions from patents (1976-2016). Predict the reactants needed to synthesize the given product. Given the product [CH2:1]([C:3]1[CH:8]=[CH:7][C:6]([CH:9]2[CH2:10][CH:11]([C:23]3[O:25][N:32]=[C:28]([CH2:29][CH2:30][OH:31])[N:27]=3)[CH2:12][N:13]([C:15]([N:17]3[CH2:18][CH2:19][S:20][CH2:21][CH2:22]3)=[O:16])[CH2:14]2)=[CH:5][CH:4]=1)[CH3:2], predict the reactants needed to synthesize it. The reactants are: [CH2:1]([C:3]1[CH:8]=[CH:7][C:6]([CH:9]2[CH2:14][N:13]([C:15]([N:17]3[CH2:22][CH2:21][S:20][CH2:19][CH2:18]3)=[O:16])[CH2:12][CH:11]([C:23]([OH:25])=O)[CH2:10]2)=[CH:5][CH:4]=1)[CH3:2].O[N:27]=[C:28]([NH2:32])[CH2:29][CH2:30][OH:31].